From a dataset of Reaction yield outcomes from USPTO patents with 853,638 reactions. Predict the reaction yield, written as a fraction of the theoretical maximum amount of product (1.0 means a 100% yield; for example, 0.34 means a 34% yield). (1) The reactants are [CH2:1]([C@H:3]([NH2:10])[C:4]1[CH:9]=[CH:8][CH:7]=[CH:6][CH:5]=1)[CH3:2].C(=O)([O-])[O-].[K+].[K+].[Cl:17][C:18]1[CH:23]=[CH:22][C:21]([S:24](Cl)(=[O:26])=[O:25])=[CH:20][CH:19]=1. The catalyst is C1COCC1. The product is [Cl:17][C:18]1[CH:23]=[CH:22][C:21]([S:24]([NH:10][CH:3]([C:4]2[CH:9]=[CH:8][CH:7]=[CH:6][CH:5]=2)[CH2:1][CH3:2])(=[O:26])=[O:25])=[CH:20][CH:19]=1. The yield is 0.720. (2) The reactants are [CH2:1]([C:3]1[CH:4]=[C:5]2[C:9](=[CH:10][CH:11]=1)[NH:8][CH2:7][CH2:6]2)[CH3:2].[N+:12]([O-])([O-:14])=[O:13].[K+].[OH-].[Na+]. The catalyst is OS(O)(=O)=O. The product is [CH2:1]([C:3]1[CH:4]=[C:5]2[C:9](=[CH:10][C:11]=1[N+:12]([O-:14])=[O:13])[NH:8][CH2:7][CH2:6]2)[CH3:2]. The yield is 0.580. (3) The reactants are C([C:3]1[C:8]2[O:9][CH:10]([CH2:13][O:14][S:15]([C:18]3[CH:23]=[CH:22][C:21]([CH3:24])=[CH:20][CH:19]=3)(=[O:17])=[O:16])[CH2:11][O:12][C:7]=2[CH:6]=[CH:5][CH:4]=1)=O.C1C=C(Cl)C=C(C(OO)=[O:33])C=1.[O-2].[Al+3].[O-2].[O-2].[Al+3]. The catalyst is C(Cl)Cl.CO. The product is [OH:33][C:3]1[C:8]2[O:9][CH:10]([CH2:13][O:14][S:15]([C:18]3[CH:23]=[CH:22][C:21]([CH3:24])=[CH:20][CH:19]=3)(=[O:16])=[O:17])[CH2:11][O:12][C:7]=2[CH:6]=[CH:5][CH:4]=1. The yield is 0.960.